From a dataset of Reaction yield outcomes from USPTO patents with 853,638 reactions. Predict the reaction yield, written as a fraction of the theoretical maximum amount of product (1.0 means a 100% yield; for example, 0.34 means a 34% yield). (1) The reactants are Cl.[C:2](Cl)(=O)[C:3]1[CH:8]=[CH:7][N:6]=[CH:5][CH:4]=1.[CH2:11]([NH:13][C:14](=[S:17])[NH:15][NH2:16])[CH3:12].[OH-].[Na+]. The catalyst is N1C=CC=CC=1. The product is [CH2:11]([N:13]1[C:2]([C:3]2[CH:8]=[CH:7][N:6]=[CH:5][CH:4]=2)=[N:16][NH:15][C:14]1=[S:17])[CH3:12]. The yield is 0.580. (2) The reactants are [OH-:1].[Na+].Cl[P:4]1(=[O:22])[O:9][CH:8]([C:10]2[CH:19]=[CH:18][C:17]3[C:12](=[CH:13][CH:14]=[CH:15][CH:16]=3)[CH:11]=2)[C:7]([CH3:21])([CH3:20])[CH2:6][O:5]1.Cl. The catalyst is O. The product is [OH:1][P:4]1(=[O:22])[O:9][CH:8]([C:10]2[CH:19]=[CH:18][C:17]3[C:12](=[CH:13][CH:14]=[CH:15][CH:16]=3)[CH:11]=2)[C:7]([CH3:21])([CH3:20])[CH2:6][O:5]1. The yield is 0.932. (3) The reactants are [Br:1][C:2]1[CH:3]=[N:4][N:5]([CH3:23])[C:6]=1[C:7]1[CH:8]=[C:9]([NH2:22])[CH:10]=[CH:11][C:12]=1[O:13][CH2:14][CH2:15][N:16]1[CH2:19][CH:18]([O:20][CH3:21])[CH2:17]1.[Cl:24][C:25]1[CH:30]=[CH:29][C:28]([N:31]=[C:32]=[O:33])=[CH:27][CH:26]=1. The catalyst is C(Cl)Cl. The product is [Br:1][C:2]1[CH:3]=[N:4][N:5]([CH3:23])[C:6]=1[C:7]1[CH:8]=[C:9]([NH:22][C:32]([NH:31][C:28]2[CH:29]=[CH:30][C:25]([Cl:24])=[CH:26][CH:27]=2)=[O:33])[CH:10]=[CH:11][C:12]=1[O:13][CH2:14][CH2:15][N:16]1[CH2:17][CH:18]([O:20][CH3:21])[CH2:19]1. The yield is 0.920. (4) The reactants are [F:1][C:2]1[CH:3]=[C:4]([NH2:24])[CH:5]=[CH:6][C:7]=1[O:8][C:9]1[CH:14]=[CH:13][N:12]=[C:11]2[CH:15]=[C:16]([C:18]3[N:19]([CH3:23])[CH:20]=[CH:21][N:22]=3)[S:17][C:10]=12.[F:25][C:26]1[CH:31]=[CH:30][CH:29]=[CH:28][C:27]=1[CH2:32][C:33]([N:35]=[C:36]=[S:37])=[O:34].[ClH:38]. The catalyst is C1COCC1.CO. The product is [ClH:38].[ClH:38].[F:1][C:2]1[CH:3]=[C:4]([NH:24][C:36]([NH:35][C:33](=[O:34])[CH2:32][C:27]2[CH:28]=[CH:29][CH:30]=[CH:31][C:26]=2[F:25])=[S:37])[CH:5]=[CH:6][C:7]=1[O:8][C:9]1[CH:14]=[CH:13][N:12]=[C:11]2[CH:15]=[C:16]([C:18]3[N:19]([CH3:23])[CH:20]=[CH:21][N:22]=3)[S:17][C:10]=12. The yield is 0.450. (5) The reactants are COC(=O)C(O)=CC(=O)N(CC1C=CC(Cl)=C(Cl)C=1)C.C=O.N[CH:24]([CH2:28][CH3:29])[C:25]([OH:27])=[O:26].[Cl:30][C:31]1[CH:32]=[C:33]([CH:47]=[CH:48][C:49]=1[Cl:50])[CH2:34][N:35]([CH3:46])[C:36]([C:38]1[CH2:39][N:40](C)[C:41](=[O:44])[C:42]=1[OH:43])=[O:37]. No catalyst specified. The product is [Cl:30][C:31]1[CH:32]=[C:33]([CH:47]=[CH:48][C:49]=1[Cl:50])[CH2:34][N:35]([CH3:46])[C:36]([C:38]1[CH2:39][N:40]([CH2:29][CH2:28][CH2:24][C:25]([OH:27])=[O:26])[C:41](=[O:44])[C:42]=1[OH:43])=[O:37]. The yield is 0.210. (6) The product is [NH2:16][C:10]1[CH:9]=[CH:8][C:7]2[NH:6][C:5]([C:1]([CH3:2])([CH3:4])[CH3:3])=[CH:13][C:12]=2[C:11]=1[C:14]#[N:15]. The catalyst is CCOC(C)=O.[Ni]. The reactants are [C:1]([C:5]1[NH:6][C:7]2[CH:8]=[CH:9][C:10]([N+:16]([O-])=O)=[C:11]([C:14]#[N:15])[C:12]=2[CH:13]=1)([CH3:4])([CH3:3])[CH3:2]. The yield is 0.510. (7) The reactants are [CH2:1]([C:8]1[CH:13]=[CH:12][C:11]([NH:14][C:15]2[C:24]3[C:19](=[CH:20][CH:21]=[C:22]([Cl:25])[CH:23]=3)[N:18]=[CH:17][C:16]=2[CH:26]=O)=[CH:10][CH:9]=1)[C:2]1[CH:7]=[CH:6][CH:5]=[CH:4][CH:3]=1.C([O-])([O-])=O.[K+].[K+].O.[CH3:35][CH2:36][OH:37]. No catalyst specified. The product is [CH2:1]([C:8]1[CH:9]=[CH:10][C:11]([N:14]2[C:15]3[C:16](=[CH:17][N:18]=[C:19]4[CH:20]=[CH:21][C:22]([Cl:25])=[CH:23][C:24]4=3)[CH:26]=[CH:35][C:36]2=[O:37])=[CH:12][CH:13]=1)[C:2]1[CH:3]=[CH:4][CH:5]=[CH:6][CH:7]=1. The yield is 0.640.